From a dataset of Rat liver microsome stability data. Regression/Classification. Given a drug SMILES string, predict its absorption, distribution, metabolism, or excretion properties. Task type varies by dataset: regression for continuous measurements (e.g., permeability, clearance, half-life) or binary classification for categorical outcomes (e.g., BBB penetration, CYP inhibition). Dataset: rlm. (1) The drug is O=[N+]([O-])CC(c1cccs1)c1c(-c2ccccc2)[nH]c2cc(Cl)ccc12. The result is 1 (stable in rat liver microsomes). (2) The compound is COc1c(C)cc(NC(=O)c2nn(Cc3ccc(F)cc3)c3c2CN(C(=O)c2ccc[nH]2)C[C@]3(C)C(N)=O)cc1C. The result is 0 (unstable in rat liver microsomes). (3) The compound is CN1CCN(C(=O)c2ccc(NC(=O)Nc3ccc(-c4nc(N5CCOCC5)c5ccn(CC(F)(F)F)c5n4)cc3)cc2)CC1. The result is 1 (stable in rat liver microsomes). (4) The compound is CNCCC(c1ccc2cc(F)ccc2c1)n1nnc(C)n1. The result is 1 (stable in rat liver microsomes). (5) The drug is Cc1ccc2c(C(CC#N)c3ccccc3)c(-c3ccccc3)[nH]c2c1. The result is 1 (stable in rat liver microsomes). (6) The molecule is CC(C)[C@H](NC(=O)c1ccc2[nH]nc(-c3ccc(N4C5CCC4COC5)cc3)c2c1)c1ccccc1Cl. The result is 0 (unstable in rat liver microsomes). (7) The molecule is O=S(=O)(NCc1ccc(-c2ccc(F)cc2)cc1)c1cc2ccccc2[nH]1. The result is 1 (stable in rat liver microsomes). (8) The molecule is COc1cc2c(cc1OC)C(C[C@H]1CN(S(=O)(=O)c3cccc(C#N)c3)CC[C@H]1CC(=O)O)=NCC2. The result is 0 (unstable in rat liver microsomes). (9) The compound is CCOc1cc(NC(=O)C2(NC(=O)c3ccc4c(C5CCCC5)c(-c5ncc(Cl)cn5)n(C)c4c3)CCC2)ccc1C=CC(=O)OCC(=O)N1CCCC1. The result is 0 (unstable in rat liver microsomes).